This data is from Reaction yield outcomes from USPTO patents with 853,638 reactions. The task is: Predict the reaction yield, written as a fraction of the theoretical maximum amount of product (1.0 means a 100% yield; for example, 0.34 means a 34% yield). (1) The reactants are [NH2:1][C:2]1[CH:7]=[CH:6][CH:5]=[CH:4][CH:3]=1.C[Al](C)C.[O:12]=[C:13]1[CH:18]=[CH:17][N:16]([C:19]2[CH:24]=[CH:23][CH:22]=[C:21]([C:25]([F:28])([F:27])[F:26])[CH:20]=2)[N:15]=[C:14]1[C:29]([O:31]C)=O. The catalyst is C(Cl)Cl. The product is [O:12]=[C:13]1[CH:18]=[CH:17][N:16]([C:19]2[CH:24]=[CH:23][CH:22]=[C:21]([C:25]([F:26])([F:27])[F:28])[CH:20]=2)[N:15]=[C:14]1[C:29]([NH:1][C:2]1[CH:7]=[CH:6][CH:5]=[CH:4][CH:3]=1)=[O:31]. The yield is 0.300. (2) The catalyst is C(O)C.C(Cl)(Cl)Cl.ClCCl.C1COCC1.O. The reactants are N1CC[CH2:3][CH2:2]1.C([C:8]1[C:9]([CH3:30])=[C:10]([C:16]2[N:21]=[C:20]([C:22]([O:24]C(C)(C)C)=[O:23])[C:19]([CH3:29])=[CH:18][CH:17]=2)[CH:11]=[CH:12][C:13]=1[O:14][CH3:15])=O.[CH3:31][C:32]1([CH3:40])[CH2:37][C:36](=[O:38])[CH2:35][C:34](=[O:39])[CH2:33]1.O.[C:42]1(C)C=CC(S(O)(=O)=O)=CC=1.FC(F)(F)C(O)=O.[C:60]([OH:72])(=O)[CH2:61][C:62]([CH2:67][C:68](O)=O)([C:64](O)=O)O.[OH-].[Na+]. The yield is 0.500. The product is [CH3:15][O:14][C:13]1[CH:12]=[CH:11][C:10]([C:16]2[N:21]=[C:20]([C:22]([OH:24])=[O:23])[C:19]([CH3:29])=[CH:18][CH:17]=2)=[C:9]([CH3:30])[C:8]=1[CH:2]1[C:3]2[C:60](=[O:72])[CH2:61][C:62]([CH3:64])([CH3:42])[CH2:67][C:68]=2[O:38][C:36]2[CH2:37][C:32]([CH3:40])([CH3:31])[CH2:33][C:34](=[O:39])[C:35]1=2. (3) The reactants are [CH3:1][N:2]1[CH2:7][CH2:6][N:5]([C:8]2[CH:14]=[CH:13][C:11]([NH2:12])=[CH:10][C:9]=2[CH2:15][N:16]2[CH2:21][CH2:20][N:19]([CH3:22])[CH2:18][CH2:17]2)[CH2:4][CH2:3]1.Cl[C:24]1[C:33]2[C:28](=[CH:29][C:30]([Cl:34])=[CH:31][CH:32]=2)[N:27]=[CH:26][CH:25]=1.Cl. The catalyst is C(#N)C. The product is [Cl:34][C:30]1[CH:29]=[C:28]2[C:33]([C:24]([NH:12][C:11]3[CH:13]=[CH:14][C:8]([N:5]4[CH2:4][CH2:3][N:2]([CH3:1])[CH2:7][CH2:6]4)=[C:9]([CH2:15][N:16]4[CH2:17][CH2:18][N:19]([CH3:22])[CH2:20][CH2:21]4)[CH:10]=3)=[CH:25][CH:26]=[N:27]2)=[CH:32][CH:31]=1. The yield is 0.480. (4) The reactants are [Br:1][C:2]1[CH:7]=[C:6]([C:8]([F:17])([C:13]([F:16])([F:15])[F:14])[C:9]([F:12])([F:11])[F:10])[CH:5]=[C:4]([C:18]([F:21])([F:20])[F:19])[C:3]=1[NH:22][C:23](=[O:34])[C:24]1[CH:29]=[CH:28][C:27]([C:30]#[N:31])=[C:26](F)[C:25]=1[F:33].C(=O)([O-])[O-].[NH4+:39].[NH4+].O.C(OCC)(=O)C. The catalyst is CS(C)=O. The product is [NH2:39][C:26]1[C:25]([F:33])=[C:24]([CH:29]=[CH:28][C:27]=1[C:30]#[N:31])[C:23]([NH:22][C:3]1[C:4]([C:18]([F:20])([F:21])[F:19])=[CH:5][C:6]([C:8]([F:17])([C:13]([F:15])([F:14])[F:16])[C:9]([F:10])([F:12])[F:11])=[CH:7][C:2]=1[Br:1])=[O:34]. The yield is 0.510. (5) The reactants are [CH3:1][C:2]1[CH:3]=[N:4][N:5]([CH:7]2[CH2:12][CH2:11][CH2:10][CH2:9][O:8]2)[CH:6]=1.O1CCCC1.C([Li])CCC.[CH2:23]([Sn:27](Cl)([CH2:32][CH2:33][CH2:34][CH3:35])[CH2:28][CH2:29][CH2:30][CH3:31])[CH2:24][CH2:25][CH3:26]. The catalyst is CCCCCC. The product is [CH3:1][C:2]1[CH:3]=[N:4][N:5]([CH:7]2[CH2:12][CH2:11][CH2:10][CH2:9][O:8]2)[C:6]=1[Sn:27]([CH2:28][CH2:29][CH2:30][CH3:31])([CH2:32][CH2:33][CH2:34][CH3:35])[CH2:23][CH2:24][CH2:25][CH3:26]. The yield is 0.740. (6) The catalyst is CCCCCCC.C1COCC1. The product is [CH3:28][O:27][P:25]([CH2:1][C:2]1[CH:13]=[CH:14][C:23]2[C:4](=[CH:19][CH:20]=[C:21]([CH3:16])[CH:22]=2)[CH:3]=1)(=[O:26])[OH:29]. The yield is 0.400. The reactants are [CH2:1]([Li])[CH2:2][CH2:3][CH3:4].C(NC(C)C)(C)C.[CH3:13][C:14]1[CH:23]=[CH:22][C:21]2[C:16](=CC=[C:19](C)[CH:20]=2)N=1.[P:25](Cl)([O:29]C)([O:27][CH3:28])=[O:26].[Cl-].[NH4+].